This data is from Reaction yield outcomes from USPTO patents with 853,638 reactions. The task is: Predict the reaction yield, written as a fraction of the theoretical maximum amount of product (1.0 means a 100% yield; for example, 0.34 means a 34% yield). (1) The reactants are [NH2:1][C:2]1[CH:7]=[C:6]([F:8])[C:5]([N+:9]([O-:11])=[O:10])=[CH:4][C:3]=1[C:12]#[C:13][C:14]([CH3:22])([CH3:21])[CH2:15][C:16]([O:18][CH2:19][CH3:20])=[O:17].C(OCC)(=O)C. The catalyst is CC#N.Cl[Pd]Cl. The product is [F:8][C:6]1[CH:7]=[C:2]2[C:3]([CH:12]=[C:13]([C:14]([CH3:21])([CH3:22])[CH2:15][C:16]([O:18][CH2:19][CH3:20])=[O:17])[NH:1]2)=[CH:4][C:5]=1[N+:9]([O-:11])=[O:10]. The yield is 0.980. (2) The reactants are [C:1]([CH2:3][C:4]1([N:21]2[CH:25]=[C:24]([C:26]3[C:27]4[CH:34]=[CH:33][N:32]([CH2:35][O:36][CH2:37][CH2:38][Si:39]([CH3:42])([CH3:41])[CH3:40])[C:28]=4[N:29]=[CH:30][N:31]=3)[CH:23]=[N:22]2)[CH2:7][N:6]([CH:8]2[CH2:13][CH2:12][N:11](C(OC(C)(C)C)=O)[CH2:10][CH2:9]2)[CH2:5]1)#[N:2].[ClH:43]. The catalyst is C1COCC1.O1CCOCC1. The product is [ClH:43].[ClH:43].[ClH:43].[NH:11]1[CH2:12][CH2:13][CH:8]([N:6]2[CH2:5][C:4]([CH2:3][C:1]#[N:2])([N:21]3[CH:25]=[C:24]([C:26]4[C:27]5[CH:34]=[CH:33][N:32]([CH2:35][O:36][CH2:37][CH2:38][Si:39]([CH3:40])([CH3:42])[CH3:41])[C:28]=5[N:29]=[CH:30][N:31]=4)[CH:23]=[N:22]3)[CH2:7]2)[CH2:9][CH2:10]1. The yield is 1.00. (3) The reactants are C=O.[NH2:3][N:4]([CH2:9][CH2:10][OH:11])[C:5](=[O:8])[O:6][CH3:7].[C:12]1(C)C=CC(S(O)(=O)=O)=CC=1.S([O-])([O-])(=O)=O.[Mg+2]. The catalyst is C(Cl)Cl. The product is [O:11]1[CH2:10][CH2:9][N:4]([C:5]([O:6][CH3:7])=[O:8])[NH:3][CH2:12]1. The yield is 0.858. (4) The product is [NH2:1][C:4]1[CH:5]=[C:6]([C:19]2[CH:20]=[C:21]([CH:24]=[C:25]([F:27])[CH:26]=2)[C:22]#[N:23])[CH:7]=[C:8]2[C:12]=1[NH:11][C:10](=[O:13])[C:9]12[CH2:14][CH2:15][CH2:16][CH2:17][CH2:18]1. The reactants are [N+:1]([C:4]1[CH:5]=[C:6]([C:19]2[CH:20]=[C:21]([CH:24]=[C:25]([F:27])[CH:26]=2)[C:22]#[N:23])[CH:7]=[C:8]2[C:12]=1[NH:11][C:10](=[O:13])[C:9]12[CH2:18][CH2:17][CH2:16][CH2:15][CH2:14]1)([O-])=O.O.O.[Sn](Cl)Cl.CCOCC. The catalyst is C(O)(=O)C.Cl. The yield is 0.500. (5) The catalyst is [OH-].[Na+].C1COCC1. The product is [C:16]([O:19][C:20](=[O:21])[NH:11][C:8]1[CH:9]=[CH:10][C:5]([C:1]([CH3:4])([CH3:2])[CH3:3])=[C:6]([N+:12]([O-:14])=[O:13])[CH:7]=1)([CH3:18])([CH3:17])[CH3:15]. The yield is 0.740. The reactants are [C:1]([C:5]1[CH:10]=[CH:9][C:8]([NH2:11])=[CH:7][C:6]=1[N+:12]([O-:14])=[O:13])([CH3:4])([CH3:3])[CH3:2].[CH3:15][C:16]([O:19][C:20](O[C:20]([O:19][C:16]([CH3:18])([CH3:17])[CH3:15])=[O:21])=[O:21])([CH3:18])[CH3:17]. (6) The reactants are [CH3:1][O:2][C:3]([C:5]1[CH:13]=[C:12]2[C:8]([CH:9]=[CH:10][NH:11]2)=[CH:7][CH:6]=1)=[O:4].[N+:14]([C:17]1[CH:18]=[C:19]([CH:22]=[CH:23][CH:24]=1)[CH2:20]Br)([O-:16])=[O:15].C([O-])([O-])=O.[K+].[K+]. The catalyst is CN(C=O)C.C(OCC)(=O)C. The product is [CH3:1][O:2][C:3]([C:5]1[CH:13]=[C:12]2[C:8]([CH:9]=[CH:10][N:11]2[CH2:20][C:19]2[CH:22]=[CH:23][CH:24]=[C:17]([N+:14]([O-:16])=[O:15])[CH:18]=2)=[CH:7][CH:6]=1)=[O:4]. The yield is 0.760.